From a dataset of Full USPTO retrosynthesis dataset with 1.9M reactions from patents (1976-2016). Predict the reactants needed to synthesize the given product. (1) Given the product [C:1]([C:3]1[CH:8]=[C:7]([C:9]2[CH:18]=[CH:17][C:12]([C:13]([O:15][CH3:16])=[O:14])=[CH:11][CH:10]=2)[CH:6]=[CH:5][N:4]=1)(=[O:20])[NH2:2], predict the reactants needed to synthesize it. The reactants are: [C:1]([C:3]1[CH:8]=[C:7]([C:9]2[CH:18]=[CH:17][C:12]([C:13]([O:15][CH3:16])=[O:14])=[CH:11][CH:10]=2)[CH:6]=[CH:5][N:4]=1)#[N:2].C(=O)(O)[O-:20].[Na+]. (2) Given the product [ClH:1].[CH3:28][N:12]([CH2:11][CH2:10][CH2:9][CH2:8][O:7][C:6]1[CH:20]=[CH:21][CH:22]=[C:4]([C:3]([F:23])([F:24])[F:2])[CH:5]=1)[CH2:13][C:14]1[CH:15]=[CH:16][CH:17]=[CH:18][CH:19]=1, predict the reactants needed to synthesize it. The reactants are: [ClH:1].[F:2][C:3]([F:24])([F:23])[C:4]1[CH:5]=[C:6]([CH:20]=[CH:21][CH:22]=1)[O:7][CH2:8][CH2:9][CH2:10][CH2:11][NH:12][CH2:13][C:14]1[CH:19]=[CH:18][CH:17]=[CH:16][CH:15]=1.C=O.S1C=CC=[CH:28]1.C([O-])(=O)C.[K+].[H][H]. (3) Given the product [Br:1][C:2]1[CH:3]=[CH:4][C:5]([CH2:8][Br:16])=[N:6][CH:7]=1, predict the reactants needed to synthesize it. The reactants are: [Br:1][C:2]1[CH:3]=[CH:4][C:5]([CH3:8])=[N:6][CH:7]=1.C1C(=O)N([Br:16])C(=O)C1.C(OOC(=O)C1C=CC=CC=1)(=O)C1C=CC=CC=1. (4) Given the product [F:1][C:2]1[C:3]([O:20][CH3:21])=[CH:4][C:5]2[O:19][CH2:18][C:8]3([C:16]4[C:11](=[CH:12][CH:13]=[CH:14][CH:15]=4)[N:10]([CH2:24][C:25]4[CH:30]=[CH:29][CH:28]=[CH:27][N:26]=4)[C:9]3=[O:17])[C:6]=2[CH:7]=1, predict the reactants needed to synthesize it. The reactants are: [F:1][C:2]1[C:3]([O:20][CH3:21])=[CH:4][C:5]2[O:19][CH2:18][C:8]3([C:16]4[C:11](=[CH:12][CH:13]=[CH:14][CH:15]=4)[NH:10][C:9]3=[O:17])[C:6]=2[CH:7]=1.Br.Br[CH2:24][C:25]1[CH:30]=[CH:29][CH:28]=[CH:27][N:26]=1.BrCC1CCCCO1. (5) Given the product [Br:10][C:11]1[CH:12]=[CH:13][C:14]([O:20][CH3:21])=[C:15]([C:16]2[O:9][C:3]3[CH:4]=[CH:5][CH:6]=[C:7]([F:8])[C:2]=3[N:1]=2)[CH:19]=1, predict the reactants needed to synthesize it. The reactants are: [NH2:1][C:2]1[C:7]([F:8])=[CH:6][CH:5]=[CH:4][C:3]=1[OH:9].[Br:10][C:11]1[CH:12]=[CH:13][C:14]([O:20][CH3:21])=[C:15]([CH:19]=1)[C:16](O)=O. (6) Given the product [F:12][C:9]([F:10])([F:11])[C:7]1[CH:6]=[C:5]([C:13]([CH3:40])([CH3:39])[C:14]([N:16]([C:18]2[CH:19]=[N:20][C:21]([O:31][CH:32]([CH2:33][OH:34])[CH2:36][OH:37])=[CH:22][C:23]=2[C:24]2[CH:29]=[CH:28][CH:27]=[CH:26][C:25]=2[Cl:30])[CH3:17])=[O:15])[CH:4]=[C:3]([C:2]([F:42])([F:1])[F:41])[CH:8]=1, predict the reactants needed to synthesize it. The reactants are: [F:1][C:2]([F:42])([F:41])[C:3]1[CH:4]=[C:5]([C:13]([CH3:40])([CH3:39])[C:14]([N:16]([C:18]2[CH:19]=[N:20][C:21]([O:31][CH:32]([CH2:36][O:37]C)[CH2:33][O:34]C)=[CH:22][C:23]=2[C:24]2[CH:29]=[CH:28][CH:27]=[CH:26][C:25]=2[Cl:30])[CH3:17])=[O:15])[CH:6]=[C:7]([C:9]([F:12])([F:11])[F:10])[CH:8]=1.B(Br)(Br)Br. (7) The reactants are: P([O-])([O-])([O-])=[O:2].[OH:6][C@H:7]([CH2:59][CH2:60][C:61]1[CH:66]=[CH:65][C:64]([F:67])=[CH:63][CH:62]=1)[CH2:8][C:9](SCCNC(=O)CCNC(=O)[C@H](O)C(C)(C)COP(O)(=O)OP(O)(=O)OC[C@H]1O[C@@H](N2C3N=CN=C(N)C=3N=C2)[C@H](O)[C@@H]1OP(O)(O)=O)=[O:10]. Given the product [OH:6][CH:7]([CH2:59][CH2:60][C:61]1[CH:66]=[CH:65][C:64]([F:67])=[CH:63][CH:62]=1)[CH2:8][C:9]([OH:10])=[O:2], predict the reactants needed to synthesize it. (8) The reactants are: C1(P(C2C=CC=CC=2)C2C=CC=CC=2)C=CC=CC=1.[CH3:20][C:21]1[N:22]=[CH:23][C:24]2[C:29]([CH:30]=1)=[CH:28][CH:27]=[C:26]([OH:31])[CH:25]=2.[C:32]([C@@H:36]1[CH2:41][CH2:40][C@H:39](O)[CH2:38][CH2:37]1)([CH3:35])([CH3:34])[CH3:33].C1(C)C=CC=CC=1.N(C(OC(C)C)=O)=NC(OC(C)C)=O. Given the product [C:32]([C@H:36]1[CH2:41][CH2:40][C@H:39]([O:31][C:26]2[CH:25]=[C:24]3[C:29]([CH:30]=[C:21]([CH3:20])[N:22]=[CH:23]3)=[CH:28][CH:27]=2)[CH2:38][CH2:37]1)([CH3:35])([CH3:34])[CH3:33], predict the reactants needed to synthesize it. (9) Given the product [C:31]([C:28]1[CH:27]=[CH:26][C:25]([S:22]([NH:21][C:18]2[CH:19]=[CH:20][C:8]3[S:7][C:6]([C:4]([OH:5])=[O:3])=[C:10]([C:11]4[CH:16]=[CH:15][CH:14]=[CH:13][CH:12]=4)[C:9]=3[CH:17]=2)(=[O:23])=[O:24])=[CH:30][CH:29]=1)([CH3:34])([CH3:32])[CH3:33], predict the reactants needed to synthesize it. The reactants are: C([O:3][C:4]([C:6]1[S:7][C:8]2[CH:20]=[CH:19][C:18]([NH:21][S:22]([C:25]3[CH:30]=[CH:29][C:28]([C:31]([CH3:34])([CH3:33])[CH3:32])=[CH:27][CH:26]=3)(=[O:24])=[O:23])=[CH:17][C:9]=2[C:10]=1[C:11]1[CH:16]=[CH:15][CH:14]=[CH:13][CH:12]=1)=[O:5])C.[OH-].[Na+].